This data is from Full USPTO retrosynthesis dataset with 1.9M reactions from patents (1976-2016). The task is: Predict the reactants needed to synthesize the given product. (1) Given the product [C:1]([O:5][C:6]([NH:8][C@@H:9]([CH:22]1[CH2:26][CH2:25][CH2:24][CH2:23]1)[C:10]([N:12]1[C@@H:19]([C:20]#[CH:21])[CH2:18][CH2:17][C@H:13]1[C:14]([NH2:28])=[O:16])=[O:11])=[O:7])([CH3:2])([CH3:4])[CH3:3], predict the reactants needed to synthesize it. The reactants are: [C:1]([O:5][C:6]([NH:8][C@@H:9]([CH:22]1[CH2:26][CH2:25][CH2:24][CH2:23]1)[C:10]([N:12]1[C@@H:19]([C:20]#[CH:21])[CH2:18][CH2:17][C@H:13]1[C:14]([OH:16])=O)=[O:11])=[O:7])([CH3:4])([CH3:3])[CH3:2].C[N:28]1CCOCC1.C(OC(Cl)=O)C(C)C.O1CCOCC1.OS([O-])(=O)=O.[K+]. (2) Given the product [CH3:3][O:4][C:5]([C:6]1[C:7](=[O:13])[N:8]([CH2:16][CH2:17][O:18][CH3:19])[CH:9]=[C:10]([Br:12])[CH:11]=1)=[O:14], predict the reactants needed to synthesize it. The reactants are: [H-].[Na+].[CH3:3][O:4][C:5](=[O:14])[C:6]1[CH:11]=[C:10]([Br:12])[CH:9]=[N:8][C:7]=1[OH:13].Br[CH2:16][CH2:17][O:18][CH3:19]. (3) Given the product [NH2:31][CH:27]1[CH2:28][CH2:29][CH2:30][N:25]([C:22]([C:21]2[CH:20]=[CH:19][C:4]([C:5]([NH:7][CH2:8][C:9]3[NH:13][C:12]4[CH:14]=[CH:15][C:16]([Cl:18])=[CH:17][C:11]=4[N:10]=3)=[O:6])=[CH:3][C:2]=2[Cl:1])=[O:24])[CH2:26]1, predict the reactants needed to synthesize it. The reactants are: [Cl:1][C:2]1[CH:3]=[C:4]([CH:19]=[CH:20][C:21]=1[C:22]([OH:24])=O)[C:5]([NH:7][CH2:8][C:9]1[NH:13][C:12]2[CH:14]=[CH:15][C:16]([Cl:18])=[CH:17][C:11]=2[N:10]=1)=[O:6].[NH:25]1[CH2:30][CH2:29][CH2:28][CH:27]([NH:31]C(=O)OC(C)(C)C)[CH2:26]1.CN(C(ON1N=NC2C=CC=CC1=2)=[N+](C)C)C.[B-](F)(F)(F)F.FC(F)(F)C(O)=O. (4) Given the product [NH2:1][C:2]1[C:11]2[CH:10]=[CH:9][C:8]([F:12])=[C:7]([C:28]3[CH:29]=[C:24]([O:23][CH3:22])[CH:25]=[CH:26][C:27]=3[O:30][CH3:31])[C:6]=2[N:5]=[C:4]2[CH2:14][N:15]([CH:18]3[CH2:21][CH2:20][CH2:19]3)[C:16](=[O:17])[C:3]=12, predict the reactants needed to synthesize it. The reactants are: [NH2:1][C:2]1[C:11]2[CH:10]=[CH:9][C:8]([F:12])=[C:7](Br)[C:6]=2[N:5]=[C:4]2[CH2:14][N:15]([CH:18]3[CH2:21][CH2:20][CH2:19]3)[C:16](=[O:17])[C:3]=12.[CH3:22][O:23][C:24]1[CH:29]=[CH:28][C:27]([O:30][CH3:31])=[CH:26][C:25]=1B(O)O. (5) Given the product [C:11]([O:10][C:8](=[O:9])[NH:7][C@@H:3]([C:4]([N:16]1[CH2:19][CH:18]([C:20]#[N:21])[CH2:17]1)=[O:6])[CH2:2][CH3:1])([CH3:14])([CH3:13])[CH3:12], predict the reactants needed to synthesize it. The reactants are: [CH3:1][CH2:2][C@@H:3]([NH:7][C:8]([O:10][C:11]([CH3:14])([CH3:13])[CH3:12])=[O:9])[C:4]([OH:6])=O.Cl.[NH:16]1[CH2:19][CH:18]([C:20]#[N:21])[CH2:17]1.C(N(CC)C(C)C)(C)C.CN(C(ON1N=NC2C=CC=NC1=2)=[N+](C)C)C.F[P-](F)(F)(F)(F)F.